From a dataset of Forward reaction prediction with 1.9M reactions from USPTO patents (1976-2016). Predict the product of the given reaction. (1) Given the reactants [Li+].[Li+].[CH3:3][O:4][C:5]1[CH:10]=[CH:9][NH:8][C:7](=[O:11])[C:6]=1[C:12]([O-:14])=[O:13].[CH3:15]OC1C=CNC(=O)C=1C([O-])=O.CO, predict the reaction product. The product is: [CH3:3][O:4][C:5]1[CH:10]=[CH:9][NH:8][C:7](=[O:11])[C:6]=1[C:12]([O:14][CH3:15])=[O:13]. (2) Given the reactants Cl[C:2]1[C:11]([O:12][CH:13]([C:18]2[CH:19]=[N:20][CH:21]=[CH:22][CH:23]=2)[C:14]([F:17])([F:16])[F:15])=[N:10][C:9]2[C:4](=[CH:5][CH:6]=[CH:7][CH:8]=2)[N:3]=1.[C:24]1([S:30]([NH2:33])(=[O:32])=[O:31])[CH:29]=[CH:28][CH:27]=[CH:26][CH:25]=1.C(=O)([O-])[O-].[K+].[K+].C(O)(=O)C, predict the reaction product. The product is: [F:15][C:14]([F:17])([F:16])[CH:13]([C:18]1[CH:19]=[N:20][CH:21]=[CH:22][CH:23]=1)[O:12][C:11]1[C:2]([NH:33][S:30]([C:24]2[CH:29]=[CH:28][CH:27]=[CH:26][CH:25]=2)(=[O:32])=[O:31])=[N:3][C:4]2[C:9]([N:10]=1)=[CH:8][CH:7]=[CH:6][CH:5]=2. (3) Given the reactants [CH3:1][CH:2]([CH2:4][CH2:5][CH2:6][C@H:7]([C@@H:9]1[C@:27]2([CH3:28])[C@H:12]([C@H:13]3[C@H:24]([CH2:25][CH2:26]2)[C@:22]2([CH3:23])[C:16]([CH2:17][C@H:18]([CH2:20][CH2:21]2)O)=[CH:15][CH2:14]3)[CH2:11][CH2:10]1)[CH3:8])[CH3:3].CN(C)C1C=CC=CC=1.S(Br)([Br:40])=O, predict the reaction product. The product is: [CH3:8][C@@H:7]([C@@H:9]1[C@@:27]2([CH3:28])[CH2:26][CH2:25][C@@H:24]3[C@@:22]4([CH3:23])[CH2:21][CH2:20][C@H:18]([Br:40])[CH2:17][C:16]4=[CH:15][CH2:14][C@H:13]3[C@@H:12]2[CH2:11][CH2:10]1)[CH2:6][CH2:5][CH2:4][CH:2]([CH3:3])[CH3:1]. (4) Given the reactants CO[C:3]1[CH:8]=[CH:7][C:6]([C:9]2[CH:14]=[CH:13][C:12]([S:15]([N:18]([CH:20]([CH:24]3[CH2:29][CH2:28][N:27]([CH2:30][CH2:31][C:32]4[CH:37]=[CH:36][CH:35]=[CH:34][CH:33]=4)[CH2:26][CH2:25]3)[C:21]([OH:23])=[O:22])[CH3:19])(=[O:17])=[O:16])=[CH:11][CH:10]=2)=[CH:5][CH:4]=1.[CH3:38][O:39]C(=O)C(NS(C1C=CC(C2C=CC(OC)=CC=2)=CC=1)(=O)=O)C1CCN(CCC2C=CC=CC=2)CC1.C(=O)([O-])[O-].[Cs+].[Cs+].CI, predict the reaction product. The product is: [CH3:38][O:39][C:12]1([S:15]([N:18]([CH:20]([CH:24]2[CH2:25][CH2:26][N:27]([CH2:30][CH2:31][C:32]3[CH:37]=[CH:36][CH:35]=[CH:34][CH:33]=3)[CH2:28][CH2:29]2)[C:21]([OH:23])=[O:22])[CH3:19])(=[O:16])=[O:17])[CH:11]=[CH:10][C:9]([C:6]2[CH:5]=[CH:4][CH:3]=[CH:8][CH:7]=2)=[CH:14][CH2:13]1. (5) Given the reactants C[O:2][C:3](=[O:24])[C:4]1[CH:9]=[CH:8][C:7]([O:10][CH2:11][C:12]2[CH:17]=[CH:16][CH:15]=[CH:14][CH:13]=2)=[CH:6][C:5]=1[S:18]C(=O)N(C)C.[OH-].[K+].Cl, predict the reaction product. The product is: [CH2:11]([O:10][C:7]1[CH:8]=[CH:9][C:4]([C:3]([OH:24])=[O:2])=[C:5]([SH:18])[CH:6]=1)[C:12]1[CH:13]=[CH:14][CH:15]=[CH:16][CH:17]=1.